Dataset: Reaction yield outcomes from USPTO patents with 853,638 reactions. Task: Predict the reaction yield, written as a fraction of the theoretical maximum amount of product (1.0 means a 100% yield; for example, 0.34 means a 34% yield). (1) The reactants are [CH2:1]([C@@H:5]1[NH:10][CH2:9][C@H:8]([CH2:11][CH:12]([CH3:14])[CH3:13])[NH:7][C:6]1=[O:15])[CH:2]([CH3:4])[CH3:3].[F:16][C:17]1[CH:18]=[C:19]([CH:25]=[CH:26][CH:27]=1)[CH:20]=[CH:21][C:22](O)=[O:23].C([C@@H]1N(C(=O)/C=C/C2C=CC=CC=2)C[C@H](CC(C)C)NC1=O)C(C)C. No catalyst specified. The product is [F:16][C:17]1[CH:18]=[C:19]([CH:20]=[CH:21][C:22]([N:10]2[CH2:9][C@H:8]([CH2:11][CH:12]([CH3:14])[CH3:13])[NH:7][C:6](=[O:15])[C@@H:5]2[CH2:1][CH:2]([CH3:4])[CH3:3])=[O:23])[CH:25]=[CH:26][CH:27]=1. The yield is 0.970. (2) The reactants are FC1C=CC(S([N:11]([S:17]([C:20]2[CH:25]=[CH:24][C:23]([N:26]3[CH2:30][CH2:29][C@@H:28](O)[C:27]3=[O:32])=[CH:22][CH:21]=2)(=[O:19])=[O:18])[C:12]2[S:13][CH:14]=[CH:15][N:16]=2)(=O)=O)=CC=1.CCN(C(C)C)C(C)C.S(OS(C(F)(F)F)(=O)=O)(C(F)(F)F)(=O)=O.[Cl:57][C:58]1[CH:63]=[CH:62][C:61]([CH:64]2[CH2:68][CH2:67][NH:66][CH2:65]2)=[CH:60][C:59]=1[CH3:69].N1CCOCC1.C([O-])(O)=O.[Na+]. The catalyst is C(Cl)Cl. The product is [Cl:57][C:58]1[CH:63]=[CH:62][C:61]([CH:64]2[CH2:68][CH2:67][N:66]([C@H:28]3[CH2:29][CH2:30][N:26]([C:23]4[CH:22]=[CH:21][C:20]([S:17]([NH:11][C:12]5[S:13][CH:14]=[CH:15][N:16]=5)(=[O:19])=[O:18])=[CH:25][CH:24]=4)[C:27]3=[O:32])[CH2:65]2)=[CH:60][C:59]=1[CH3:69]. The yield is 0.740. (3) The reactants are Br[C:2]1[NH:3][C:4]2[C:9]([N:10]=1)=[C:8]([N:11]1[CH2:16][CH2:15][O:14][CH2:13][CH2:12]1)[N:7]=[C:6]([N:17]1[CH2:22][C@@H:21]([CH3:23])[O:20][C@@H:19]([CH3:24])[CH2:18]1)[N:5]=2.[F-].[Cs+].[OH:27][C:28]1[CH:29]=[C:30](B(O)O)[CH:31]=[CH:32][CH:33]=1. The catalyst is C(#N)C.O.C1C=CC([P]([Pd]([P](C2C=CC=CC=2)(C2C=CC=CC=2)C2C=CC=CC=2)([P](C2C=CC=CC=2)(C2C=CC=CC=2)C2C=CC=CC=2)[P](C2C=CC=CC=2)(C2C=CC=CC=2)C2C=CC=CC=2)(C2C=CC=CC=2)C2C=CC=CC=2)=CC=1. The product is [CH3:24][C@@H:19]1[O:20][C@H:21]([CH3:23])[CH2:22][N:17]([C:6]2[N:5]=[C:4]3[C:9]([N:10]=[C:2]([C:32]4[CH:33]=[C:28]([OH:27])[CH:29]=[CH:30][CH:31]=4)[NH:3]3)=[C:8]([N:11]3[CH2:16][CH2:15][O:14][CH2:13][CH2:12]3)[N:7]=2)[CH2:18]1. The yield is 0.470. (4) The reactants are [Br:1][C:2]1[CH:10]=[C:9]2[C:5]([CH:6]=[CH:7][NH:8]2)=[CH:4][CH:3]=1.CC(C)([O-])C.[K+].[Cl:17][C:18]1[N:23]=[C:22](Cl)[CH:21]=[CH:20][N:19]=1. The catalyst is C1COCC1. The product is [Br:1][C:2]1[CH:10]=[C:9]2[C:5]([CH:6]=[CH:7][N:8]2[C:20]2[CH:21]=[CH:22][N:23]=[C:18]([Cl:17])[N:19]=2)=[CH:4][CH:3]=1. The yield is 0.620.